This data is from Experimentally validated miRNA-target interactions with 360,000+ pairs, plus equal number of negative samples. The task is: Binary Classification. Given a miRNA mature sequence and a target amino acid sequence, predict their likelihood of interaction. (1) The miRNA is hsa-miR-4302 with sequence CCAGUGUGGCUCAGCGAG. The protein sequence of the target gene is MKKMPLFSKSHKNPAEIVKILKDNLAILEKQDKKTDKASEEVSKSLQAMKEILCGTNEKEPPTEAVAQLAQELYSSGLLVTLIADLQLIDFEGKKDVTQIFNNILRRQIGTRSPTVEYISAHPHILFMLLKGYEAPQIALRCGIMLRECIRHEPLAKIILFSNQFRDFFKYVELSTFDIASDAFATFKDLLTRHKVLVADFLEQNYDTIFEDYEKLLQSENYVTKRQSLKLLGELILDRHNFAIMTKYISKPENLKLMMNLLRDKSPNIQFEAFHVFKVFVASPHKTQPIVEILLKNQPK.... Result: 0 (no interaction). (2) The miRNA is mmu-miR-182-5p with sequence UUUGGCAAUGGUAGAACUCACACCG. The protein sequence of the target gene is MDAGFFRGTSAEQDNRFSNKQKKLLKQLKFAECLEKKVDMSKVNLEVIKPWITKRVTEILGFEDDVVIEFIFNQLEVKNPDSKMMQINLTGFLNGKNAREFMGELWPLLLSAQENIAGIPSAFLELKKEEIKQRQIEQEKLASLKKQDEDKDKRDKEEKESSREKRERSRSPRRRKSRSPSPRRRSSPVRRERKRSHSRSPRHRTKSRSPSPAPEKKEKSPELPEPSVRMKDSSVQEATSTSDILKAPKPEPVPEPKEPSPEKNSKKEKEKTRPRSRSRSKSRSRTRSRSPSHTRPRRRH.... Result: 1 (interaction). (3) The miRNA is hsa-miR-377-3p with sequence AUCACACAAAGGCAACUUUUGU. The protein sequence of the target gene is MFGAASRMDTTAVCTGGVTESRGIVDSLQKFSSLPAYLPTNLHISNAEESFFLKEANQDLTRNSSLQARVEPFFIYRARTPPIINASYGPFSVEKIIPQELLLTSTAFGNMDKFPFNWKLKSHILDSSIYSNRPKVQTLFYVTGMGWDDSDLTEDLPCVKMFAFPEAREVAASCRLQGAPGLCVAELELLPEWFSSGLDLEPEEEIPALLGGTTMELFFTLYPADKAGQCPLEEEGKWENNIHSGLESPQQAFPARERIGSVVVYPTQDDLKWSLVSLDENVVISVPLNLVREGDTATFL.... Result: 1 (interaction). (4) The miRNA is mmu-miR-871-3p with sequence UGACUGGCACCAUUCUGGAUAAU. The protein sequence of the target gene is MTTEVGSVSEVKKDSSQLGTDATKEKPKEVAENQQNQSSDPEEEKGSQPPPAAESQSSLRRQKREKETSESRGISRFIPPWLKKQKSYTLVVAKDGGDKKEPTQAVVEEQVLDKEEPLPEEQRQAKGDAEEMAQKKQEIKVEVKEEKPSVSKEEKPSVSKVEMQPTELVSKEREEKVKETQEDKLEGGAAKRETKEVQTNELKAEKASQKVTKKTKTVQCKVTLLDGTEYSCDLEKHAKGQVLFDKVCEHLNLLEKDYFGLLFQESPEQKNWLDPAKEIKRQLRNLPWLFTFNVKFYPPD.... Result: 0 (no interaction). (5) The miRNA is mmu-miR-128-3p with sequence UCACAGUGAACCGGUCUCUUU. The protein sequence of the target gene is MFPFSGCWRTELLLLLLLAVAVRESWQIEEKSCDLVGEKDKESKNEVALLERLRPLFNKSFESTVGQGSDTYSYIFRVCREASNHSSGAGLVQINKSNDKETVVGRINETHIFNGSNWIMLIYKGGDEYDNHCGKEQRRAVVMISCNRHTLAANFNPVSEERGKVQDCFYLFEMDSSLACSPEVSHLSVGSILLVIFASLVAVYIIGGFLYQRLVVGAKGMEQFPHLAFWQDLGNLVADGCDFVCRSKPRNVPAAYRGVGDDQLGEESEERDDHLLPM. Result: 0 (no interaction). (6) Result: 0 (no interaction). The miRNA is hsa-miR-2114-3p with sequence CGAGCCUCAAGCAAGGGACUU. The protein sequence of the target gene is MTLVLLGVAMVLLHRAACEKPLEETITPLTWRFTHSLYNATIYENSAPKTYVESPVKMGMYLAEPHWVVKYRIISGDAAGVFKTEEHVVGNFCFLRIRTKSSNTALLNREVRDSYTLVVQASDKSLEFEALTQVVVHILDQNDLKPLFSPPSYRFTISEDRPLKSPICKVTATDADLGQNAEFYYAFNARSEVFAIHPTSGVVTVAGKLNVTWRGKYELQVLAVDRMRKISEGNGFGNLAPLVIYVEPVHRKPPVITLVVLNPPEGDEGDIYATVTVDTNGSGAEVDSLEVVGGDPGKYF.... (7) The miRNA is mmu-miR-3098-3p with sequence UUCUGCUGCCUGCCUUUAGGA. The protein sequence of the target gene is MCPCPRHRGRGPPAVCGCGDARPGLRWAAAQVTALRLQALGDELHRRAMRRRARPRDPLPALLPALRARWPWLCAAAQVAALAAWLLGRRSA. Result: 1 (interaction).